From a dataset of Full USPTO retrosynthesis dataset with 1.9M reactions from patents (1976-2016). Predict the reactants needed to synthesize the given product. (1) Given the product [OH:28][CH2:27][CH2:26][N:5]([CH2:4][CH2:3][OH:2])[C:6](=[O:25])[C:7]1[CH:12]=[CH:11][C:10]([C:13]2[NH:14][C:15](=[O:24])[C:16]3[C:21]([CH:22]=2)=[C:20]([CH3:23])[CH:19]=[CH:18][CH:17]=3)=[CH:9][CH:8]=1, predict the reactants needed to synthesize it. The reactants are: C[O:2][CH2:3][CH2:4][N:5]([CH2:26][CH2:27][O:28]C)[C:6](=[O:25])[C:7]1[CH:12]=[CH:11][C:10]([C:13]2[NH:14][C:15](=[O:24])[C:16]3[C:21]([CH:22]=2)=[C:20]([CH3:23])[CH:19]=[CH:18][CH:17]=3)=[CH:9][CH:8]=1.B(Br)(Br)Br. (2) Given the product [F:18][C:19]1[CH:40]=[CH:39][C:22]([O:23][C:24]2[CH:29]=[CH:28][C:27]([C:10]3[N:9]=[C:8]([C:13]([NH2:15])=[O:14])[CH:7]=[CH:6][N:11]=3)=[CH:26][CH:25]=2)=[CH:21][CH:20]=1, predict the reactants needed to synthesize it. The reactants are: NC(=O)[C@@H](O)CN[C:6]1[N:11]=[C:10](Cl)[N:9]=[C:8]([C:13]([NH2:15])=[O:14])[CH:7]=1.[F:18][C:19]1[CH:40]=[CH:39][C:22]([O:23][C:24]2[CH:29]=[CH:28][C:27](B3OC(C)(C)C(C)(C)O3)=[CH:26][CH:25]=2)=[CH:21][CH:20]=1.C([O-])([O-])=O.[Na+].[Na+]. (3) Given the product [CH3:3][O:4][C:5](=[O:19])[CH:6]([N:7]1[C:15]2[C:10](=[C:11]([Cl:16])[CH:12]=[CH:13][CH:14]=2)[C:9](=[O:17])[C:8]1=[O:18])[CH2:24][CH:25]([CH3:27])[CH3:26], predict the reactants needed to synthesize it. The reactants are: [H-].[Na+].[CH3:3][O:4][C:5](=[O:19])[CH2:6][N:7]1[C:15]2[C:10](=[C:11]([Cl:16])[CH:12]=[CH:13][CH:14]=2)[C:9](=[O:17])[C:8]1=[O:18].COC(=O)C(Br)[CH2:24][CH:25]([CH3:27])[CH3:26]. (4) Given the product [F:1][C:2]1[CH:7]=[CH:6][CH:5]=[CH:4][C:3]=1[CH2:8][CH:9]([NH2:20])[C:11]1[CH:16]=[CH:15][N:14]=[CH:13][CH:12]=1, predict the reactants needed to synthesize it. The reactants are: [F:1][C:2]1[CH:7]=[CH:6][CH:5]=[CH:4][C:3]=1[CH2:8][C:9]([C:11]1[CH:16]=[CH:15][N:14]=[CH:13][CH:12]=1)=O.Cl.O([NH2:20])C.